Dataset: Reaction yield outcomes from USPTO patents with 853,638 reactions. Task: Predict the reaction yield, written as a fraction of the theoretical maximum amount of product (1.0 means a 100% yield; for example, 0.34 means a 34% yield). (1) The reactants are [NH2:1][C:2]1[CH:25]=[CH:24][C:5]([CH2:6][C:7]2[N:12]=[C:11]([N:13]([CH3:15])[CH3:14])[C:10]([CH2:16][C:17]([O:19][CH3:20])=[O:18])=[C:9]([N:21]([CH3:23])[CH3:22])[N:8]=2)=[CH:4][CH:3]=1.[F:26][C:27]([F:38])([F:37])[C:28]1[CH:36]=[CH:35][C:31]([C:32](Cl)=[O:33])=[CH:30][CH:29]=1.C(N(CC)CC)C. The catalyst is ClCCl. The product is [CH3:23][N:21]([CH3:22])[C:9]1[C:10]([CH2:16][C:17]([O:19][CH3:20])=[O:18])=[C:11]([N:13]([CH3:15])[CH3:14])[N:12]=[C:7]([CH2:6][C:5]2[CH:4]=[CH:3][C:2]([NH:1][C:32](=[O:33])[C:31]3[CH:35]=[CH:36][C:28]([C:27]([F:26])([F:37])[F:38])=[CH:29][CH:30]=3)=[CH:25][CH:24]=2)[N:8]=1. The yield is 0.730. (2) The reactants are [F:1][C:2]1[CH:3]=[CH:4][C:5]([CH3:35])=[C:6]([CH:34]=1)[O:7][CH2:8][C:9]1[C:18]([C:19]2[CH:24]=[CH:23][C:22]([O:25]COC)=[CH:21][C:20]=2[O:29][CH3:30])=[CH:17][CH:16]=[C:15]2[C:10]=1[C:11]([CH3:33])=[CH:12][C:13]([CH3:32])([CH3:31])[NH:14]2.Cl.O1CCOCC1. The catalyst is O1CCOCC1.C(OCC)(=O)C. The product is [F:1][C:2]1[CH:3]=[CH:4][C:5]([CH3:35])=[C:6]([CH:34]=1)[O:7][CH2:8][C:9]1[C:18]([C:19]2[CH:24]=[CH:23][C:22]([OH:25])=[CH:21][C:20]=2[O:29][CH3:30])=[CH:17][CH:16]=[C:15]2[C:10]=1[C:11]([CH3:33])=[CH:12][C:13]([CH3:31])([CH3:32])[NH:14]2. The yield is 0.630. (3) The product is [CH3:19][C:10]([C:7]1[CH:8]=[CH:9][C:4]([N+:1]([O-:3])=[O:2])=[CH:5][CH:6]=1)([C:15]([O:17][CH3:18])=[O:16])[C:11]([O:13][CH3:14])=[O:12]. The yield is 0.660. The catalyst is CN(C=O)C. The reactants are [N+:1]([C:4]1[CH:9]=[CH:8][C:7]([CH:10]([C:15]([O:17][CH3:18])=[O:16])[C:11]([O:13][CH3:14])=[O:12])=[CH:6][CH:5]=1)([O-:3])=[O:2].[C:19]([O-])([O-])=O.[K+].[K+].CI. (4) The reactants are [O:1]1[CH:5]=[CH:4][CH:3]=[C:2]1[C:6]1[N:7]=[C:8]([NH:17][C:18]([C:20]2[CH:25]=[CH:24][N:23]=[CH:22][CH:21]=2)=[O:19])[S:9][C:10]=1[C:11](=[O:16])N(OC)C.[CH3:26][Mg]Br.[Cl-].[NH4+]. The catalyst is C1COCC1. The product is [C:11]([C:10]1[S:9][C:8]([NH:17][C:18]([C:20]2[CH:21]=[CH:22][N:23]=[CH:24][CH:25]=2)=[O:19])=[N:7][C:6]=1[C:2]1[O:1][CH:5]=[CH:4][CH:3]=1)(=[O:16])[CH3:26]. The yield is 0.690. (5) The reactants are Cl[C:2]1[CH:7]=[CH:6][C:5]([Cl:8])=[CH:4][N:3]=1.[CH:9]([B-](F)(F)F)=[CH2:10].[K+].C(N(CC)CC)C.C(O)C. The catalyst is [Pd+2].ClC1C=C[C-](P(C2C=CC=CC=2)C2C=CC=CC=2)C=1Cl.[C-]1(P(C2C=CC=CC=2)C2C=CC=CC=2)C=CC=C1.[Fe+2].C(OCC)(=O)C. The product is [Cl:8][C:5]1[CH:6]=[CH:7][C:2]([CH:9]=[CH2:10])=[N:3][CH:4]=1. The yield is 0.690. (6) The reactants are [CH3:1][O:2][C:3]1[CH:4]=[C:5]([NH2:9])[CH:6]=[CH:7][CH:8]=1.[N+:10]([CH:13]([CH:16]=O)[CH:14]=[O:15])([O-:12])=[O:11]. The catalyst is Cl.O. The product is [CH3:1][O:2][C:3]1[CH:4]=[C:5]([NH:9][CH:16]=[C:13]([N+:10]([O-:12])=[O:11])[CH:14]=[O:15])[CH:6]=[CH:7][CH:8]=1. The yield is 0.780. (7) The reactants are C([O-])(O)=O.[Na+].[CH3:6][C@@H:7]([NH2:14])[C:8]1[CH:13]=[CH:12][CH:11]=[CH:10][CH:9]=1.[Br:15][C:16]1[CH:17]=[C:18]([CH:22]=[CH:23][C:24]=1[CH3:25])[C:19](Cl)=[O:20]. The catalyst is C(Cl)Cl. The product is [C:8]1([C@H:7]([NH:14][C:19]([C:18]2[CH:22]=[CH:23][C:24]([CH3:25])=[C:16]([Br:15])[CH:17]=2)=[O:20])[CH3:6])[CH:13]=[CH:12][CH:11]=[CH:10][CH:9]=1. The yield is 0.960.